The task is: Predict the product of the given reaction.. This data is from Forward reaction prediction with 1.9M reactions from USPTO patents (1976-2016). (1) Given the reactants [Cl:1][C:2]1[CH:3]=[C:4]([C:8]2[C:9]3[N:18]([CH2:19][C@H:20]4[CH2:25][CH2:24][C@H:23]([CH3:26])[CH2:22][CH2:21]4)[C:17]([CH:27]([F:35])[C:28]4[CH:33]=[CH:32][CH:31]=[CH:30][C:29]=4[F:34])=[CH:16][C:10]=3[N:11]=C(C#N)[N:13]=2)[CH:5]=[N:6][CH:7]=1.[OH-:36].[Na+].[CH3:38][CH2:39][OH:40], predict the reaction product. The product is: [Cl:1][C:2]1[CH:3]=[C:4]([C:8]2[C:9]3[N:18]([CH2:19][C@H:20]4[CH2:25][CH2:24][C@H:23]([CH3:26])[CH2:22][CH2:21]4)[C:17]([CH:27]([F:35])[C:28]4[CH:33]=[CH:32][CH:31]=[CH:30][C:29]=4[F:34])=[CH:16][C:10]=3[N:11]=[C:38]([C:39]([OH:36])=[O:40])[N:13]=2)[CH:5]=[N:6][CH:7]=1. (2) Given the reactants [OH-:1].[Na+].[CH:3]([C:6]1[C:7]([O:38][CH2:39][O:40][CH3:41])=[CH:8][C:9]([O:34][CH2:35][O:36][CH3:37])=[C:10]([C:12]2[N:16]([C:17]3[CH:22]=[CH:21][C:20]([CH2:23][N:24]4[CH2:29][CH2:28][O:27][CH2:26][CH2:25]4)=[CH:19][CH:18]=3)[C:15](S(C)(=O)=O)=[N:14][N:13]=2)[CH:11]=1)([CH3:5])[CH3:4], predict the reaction product. The product is: [CH:3]([C:6]1[C:7]([O:38][CH2:39][O:40][CH3:41])=[CH:8][C:9]([O:34][CH2:35][O:36][CH3:37])=[C:10]([C:12]2[N:16]([C:17]3[CH:22]=[CH:21][C:20]([CH2:23][N:24]4[CH2:29][CH2:28][O:27][CH2:26][CH2:25]4)=[CH:19][CH:18]=3)[C:15](=[O:1])[NH:14][N:13]=2)[CH:11]=1)([CH3:5])[CH3:4]. (3) Given the reactants C([O:8][P:9]([O:12][CH2:13][C@@H:14]([N:19]1[C:28]2[C:23](=[CH:24][C:25]([C:29]3[CH:30]=[N:31][C:32]([NH:44][C:45](=[O:49])[NH:46][CH2:47][CH3:48])=[CH:33][C:34]=3[C:35]3[S:36][CH:37]=[C:38]([C:40]([F:43])([F:42])[F:41])[N:39]=3)=[CH:26][N:27]=2)[C:22](=[O:50])[C:21]([C:51]([OH:53])=[O:52])=[CH:20]1)[CH2:15][CH:16]([CH3:18])[CH3:17])([OH:11])=[O:10])C1C=CC=CC=1.C[Si](Br)(C)C, predict the reaction product. The product is: [CH2:47]([NH:46][C:45]([NH:44][C:32]1[N:31]=[CH:30][C:29]([C:25]2[CH:24]=[C:23]3[C:28](=[N:27][CH:26]=2)[N:19]([C@@H:14]([CH2:15][CH:16]([CH3:18])[CH3:17])[CH2:13][O:12][P:9]([OH:11])([OH:10])=[O:8])[CH:20]=[C:21]([C:51]([OH:53])=[O:52])[C:22]3=[O:50])=[C:34]([C:35]2[S:36][CH:37]=[C:38]([C:40]([F:41])([F:43])[F:42])[N:39]=2)[CH:33]=1)=[O:49])[CH3:48].